From a dataset of Reaction yield outcomes from USPTO patents with 853,638 reactions. Predict the reaction yield, written as a fraction of the theoretical maximum amount of product (1.0 means a 100% yield; for example, 0.34 means a 34% yield). (1) The reactants are C(NC(C)C)(C)C.C([Li])CCC.[CH3:13][S:14][C:15]1[CH:20]=[CH:19][C:18]([CH2:21][C:22]([OH:24])=[O:23])=[CH:17][CH:16]=1.I[CH2:26][CH:27]1[CH2:31][CH2:30][CH2:29][CH2:28]1. The catalyst is O1CCCC1.CN1CCCN(C)C1=O. The product is [CH:27]1([CH2:26][CH:21]([C:18]2[CH:17]=[CH:16][C:15]([S:14][CH3:13])=[CH:20][CH:19]=2)[C:22]([OH:24])=[O:23])[CH2:31][CH2:30][CH2:29][CH2:28]1. The yield is 0.350. (2) The reactants are Cl.[F:2][C:3]1[CH:8]=[CH:7][CH:6]=[CH:5][C:4]=1[CH2:9][C:10]([CH:12]1[CH2:17][CH2:16][NH:15][CH2:14][CH2:13]1)=[O:11].C(=O)([O-])[O-].[K+].[K+].C([O:28][C:29]1[CH:34]=[N:33][CH:32]=[C:31]([CH:35]=[CH2:36])[N:30]=1)(C)(C)C.O. The catalyst is CN(C)C=O.C(OCC)(=O)C. The product is [F:2][C:3]1[CH:8]=[CH:7][CH:6]=[CH:5][C:4]=1[CH2:9][C:10]([CH:12]1[CH2:13][CH2:14][N:15]([CH2:36][CH2:35][C:31]2[NH:30][C:29](=[O:28])[CH:34]=[N:33][CH:32]=2)[CH2:16][CH2:17]1)=[O:11]. The yield is 0.0200. (3) No catalyst specified. The reactants are [NH:1]1[C:5]2[CH:6]=[CH:7][C:8]([C:10]([OH:12])=O)=[CH:9][C:4]=2[N:3]=[CH:2]1.[CH3:13][O:14][C:15]1[CH:16]=[CH:17][C:18]2[CH2:27][CH2:26][C@H:25]3[C@H:20]([CH2:21][CH2:22][CH2:23][NH:24]3)[C:19]=2[CH:28]=1. The yield is 0.690. The product is [NH:1]1[C:5]2[CH:6]=[CH:7][C:8]([C:10]([N:24]3[C@@H:25]4[C@@H:20]([C:19]5[CH:28]=[C:15]([O:14][CH3:13])[CH:16]=[CH:17][C:18]=5[CH2:27][CH2:26]4)[CH2:21][CH2:22][CH2:23]3)=[O:12])=[CH:9][C:4]=2[N:3]=[CH:2]1. (4) The reactants are [CH2:1]([C:3]1([S:6]([O-:9])(=O)=[O:7])[CH2:5][CH2:4]1)[CH3:2].[K+].S(Cl)([Cl:13])=O.O. The catalyst is C(Cl)Cl.CN(C=O)C. The product is [CH2:1]([C:3]1([S:6]([Cl:13])(=[O:9])=[O:7])[CH2:5][CH2:4]1)[CH3:2]. The yield is 0.830. (5) The reactants are [CH:1]1([CH2:4][O:5][C:6]2[C:7]([OH:24])=[C:8]([C:14]3[CH:22]=[CH:21][CH:20]=[C:19]4[C:15]=3[CH2:16][CH2:17][C:18]4=[O:23])[CH:9]=[CH:10][C:11]=2[O:12][CH3:13])[CH2:3][CH2:2]1.C(=O)([O-])[O-].[K+].[K+].Br[CH2:32][C:33]([NH:35][CH2:36][CH2:37][CH3:38])=[O:34]. The catalyst is C(#N)C. The product is [CH:1]1([CH2:4][O:5][C:6]2[C:11]([O:12][CH3:13])=[CH:10][CH:9]=[C:8]([C:14]3[CH:22]=[CH:21][CH:20]=[C:19]4[C:15]=3[CH2:16][CH2:17][C:18]4=[O:23])[C:7]=2[O:24][CH2:32][C:33]([NH:35][CH2:36][CH2:37][CH3:38])=[O:34])[CH2:3][CH2:2]1. The yield is 0.307. (6) The reactants are [H-].[Al+3].[Li+].[H-].[H-].[H-].[C:7]1([C:13]2[C:24]([C:25](OC)=[O:26])=[C:16]3[C:17]4[CH:23]=[CH:22][O:21][C:18]=4[CH:19]=[CH:20][N:15]3[N:14]=2)[CH:12]=[CH:11][CH:10]=[CH:9][CH:8]=1.O.O.O.O.O.O.O.O.O.O.S([O-])([O-])(=O)=O.[Na+].[Na+]. The catalyst is O1CCCC1. The product is [C:7]1([C:13]2[C:24]([CH2:25][OH:26])=[C:16]3[C:17]4[CH:23]=[CH:22][O:21][C:18]=4[CH:19]=[CH:20][N:15]3[N:14]=2)[CH:8]=[CH:9][CH:10]=[CH:11][CH:12]=1. The yield is 0.870.